This data is from Forward reaction prediction with 1.9M reactions from USPTO patents (1976-2016). The task is: Predict the product of the given reaction. Given the reactants [C:1]([C:5]1[N:6]([CH2:11][C@H:12]2[CH2:16][CH2:15][CH2:14][O:13]2)[C:7](=[NH:10])[S:8][CH:9]=1)([CH3:4])([CH3:3])[CH3:2].[Cl:17][C:18]1[CH:19]=[CH:20][C:21]([O:27][CH3:28])=[C:22]([CH:26]=1)[C:23](O)=[O:24], predict the reaction product. The product is: [C:1]([C:5]1[N:6]([CH2:11][C@H:12]2[CH2:16][CH2:15][CH2:14][O:13]2)/[C:7](=[N:10]/[C:23](=[O:24])[C:22]2[CH:26]=[C:18]([Cl:17])[CH:19]=[CH:20][C:21]=2[O:27][CH3:28])/[S:8][CH:9]=1)([CH3:4])([CH3:2])[CH3:3].